This data is from Forward reaction prediction with 1.9M reactions from USPTO patents (1976-2016). The task is: Predict the product of the given reaction. (1) Given the reactants [S:1](Cl)([C:4]1[CH:10]=[CH:9][C:7]([CH3:8])=[CH:6][CH:5]=1)(=[O:3])=[O:2].[CH:12]([OH:17])=[CH:13][CH:14]([CH3:16])[CH3:15].CCCCCC, predict the reaction product. The product is: [S:1]([C:4]1[CH:10]=[CH:9][C:7]([CH3:8])=[CH:6][CH:5]=1)([O:17][CH2:12][CH2:13][C:14]([CH3:16])=[CH2:15])(=[O:3])=[O:2]. (2) Given the reactants [N:1]12[CH2:10][CH:5]3[CH2:6][CH:7]([CH2:9][CH:3]([C@@H:4]3[NH2:11])[CH2:2]1)[CH2:8]2.[Cl:12][C:13]1[CH:14]=[C:15]([CH:19]=[CH:20][CH:21]=1)[C:16](O)=[O:17].N, predict the reaction product. The product is: [N:1]12[CH2:10][CH:5]3[CH2:6][CH:7]([CH2:9][CH:3]([C@@H:4]3[NH:11][C:16](=[O:17])[C:15]3[CH:19]=[CH:20][CH:21]=[C:13]([Cl:12])[CH:14]=3)[CH2:2]1)[CH2:8]2.